From a dataset of Forward reaction prediction with 1.9M reactions from USPTO patents (1976-2016). Predict the product of the given reaction. (1) Given the reactants CN1CCOCC1.ClC(OCC)=O.[NH:14]([C:43]([O:45][CH2:46][C:47]1[CH:52]=[CH:51][CH:50]=[CH:49][CH:48]=1)=[O:44])[C@H:15]([C:40](O)=[O:41])[CH2:16][CH2:17][C:18](=[O:39])[NH:19][C:20]([C:33]1[CH:38]=[CH:37][CH:36]=[CH:35][CH:34]=1)([C:27]1[CH:32]=[CH:31][CH:30]=[CH:29][CH:28]=1)[C:21]1[CH:26]=[CH:25][CH:24]=[CH:23][CH:22]=1.[BH4-].[Na+], predict the reaction product. The product is: [CH2:46]([O:45][C:43](=[O:44])[NH:14][C@H:15]([CH2:40][OH:41])[CH2:16][CH2:17][C:18](=[O:39])[NH:19][C:20]([C:27]1[CH:28]=[CH:29][CH:30]=[CH:31][CH:32]=1)([C:21]1[CH:26]=[CH:25][CH:24]=[CH:23][CH:22]=1)[C:33]1[CH:34]=[CH:35][CH:36]=[CH:37][CH:38]=1)[C:47]1[CH:52]=[CH:51][CH:50]=[CH:49][CH:48]=1. (2) Given the reactants [NH2:1][C@H:2]1[C@@H:7]([CH2:8]O)[CH2:6][CH2:5][N:4]([C:10]([O:12][C:13]([CH3:16])([CH3:15])[CH3:14])=[O:11])[CH2:3]1.C(N(CC)CC)C.[N+:24]([C:27]1[CH:32]=[CH:31][CH:30]=[CH:29][C:28]=1[S:33](Cl)(=[O:35])=[O:34])([O-:26])=[O:25], predict the reaction product. The product is: [N+:24]([C:27]1[CH:32]=[CH:31][CH:30]=[CH:29][C:28]=1[S:33]([N:1]1[C@H:2]2[C@H:7]([CH2:6][CH2:5][N:4]([C:10]([O:12][C:13]([CH3:16])([CH3:15])[CH3:14])=[O:11])[CH2:3]2)[CH2:8]1)(=[O:35])=[O:34])([O-:26])=[O:25]. (3) The product is: [CH3:9][C:6]([C:2]1[NH:3][CH:4]=[CH:5][N:1]=1)([C:7]#[CH:11])[CH3:10]. Given the reactants [NH:1]1[CH:5]=[CH:4][N:3]=[C:2]1[C:6]([CH3:10])([CH3:9])[CH:7]=O.[C:11](=O)([O-])[O-].[K+].[K+].COP(C(=[N+]=[N-])C(=O)C)(=O)OC, predict the reaction product. (4) Given the reactants [Cl:1][C:2]1[CH:3]=[C:4]2[C:8](=[CH:9][C:10]=1[Cl:11])[NH:7][CH:6]=[C:5]2[CH2:12][C:13]([O:15]CC)=[O:14].[Li+].[OH-].Cl, predict the reaction product. The product is: [Cl:1][C:2]1[CH:3]=[C:4]2[C:8](=[CH:9][C:10]=1[Cl:11])[NH:7][CH:6]=[C:5]2[CH2:12][C:13]([OH:15])=[O:14]. (5) Given the reactants [NH2:1][C:2]1[C:10]([N+:11]([O-:13])=[O:12])=[CH:9][CH:8]=[CH:7][C:3]=1[C:4](O)=[O:5].C[N:15](C)C=O.S(Cl)(Cl)=O, predict the reaction product. The product is: [NH2:1][C:2]1[C:10]([N+:11]([O-:13])=[O:12])=[CH:9][CH:8]=[CH:7][C:3]=1[C:4]([NH2:15])=[O:5].